This data is from Reaction yield outcomes from USPTO patents with 853,638 reactions. The task is: Predict the reaction yield, written as a fraction of the theoretical maximum amount of product (1.0 means a 100% yield; for example, 0.34 means a 34% yield). (1) The reactants are [CH:1]([N:4]1[C:9]2=[N:10][C:11]([NH:14][C:15]3[CH:20]=[CH:19][C:18]([N:21]4[CH2:26][CH2:25][CH:24]([CH2:27][CH2:28][CH2:29][N:30]5[CH2:35][CH2:34][O:33][CH2:32][CH2:31]5)[CH2:23][CH2:22]4)=[CH:17][CH:16]=3)=[N:12][CH:13]=[C:8]2[CH2:7][NH:6][C:5]1=[O:36])([CH3:3])[CH3:2].CC(C)([O-])C.[K+]. The catalyst is O1CCCC1.C(OCC)C. The product is [CH:1]([N:4]1[C:9]2=[N:10][C:11]([NH:14][C:15]3[CH:20]=[CH:19][C:18]([N:21]4[CH2:22][CH2:23][CH:24]([CH2:27][CH2:28][CH2:29][N:30]5[CH2:35][CH2:34][O:33][CH2:32][CH2:31]5)[CH2:25][CH2:26]4)=[CH:17][CH:16]=3)=[N:12][CH:13]=[C:8]2[CH:7]=[N:6][C:5]1=[O:36])([CH3:3])[CH3:2]. The yield is 0.850. (2) The reactants are [Cl:1][C:2]1[CH:7]=[C:6]([Cl:8])[CH:5]=[CH:4][C:3]=1[S:9]([NH:12][C@H:13]([C:16]([N:18]1[CH2:23][CH2:22][N:21](C(OCC2C=CC=CC=2)=O)[CH2:20][CH2:19]1)=[O:17])[CH2:14][OH:15])(=[O:11])=[O:10].B(Br)(Br)Br. The catalyst is C(Cl)Cl. The product is [Cl:1][C:2]1[CH:7]=[C:6]([Cl:8])[CH:5]=[CH:4][C:3]=1[S:9]([NH:12][C@@H:13]([CH2:14][OH:15])[C:16](=[O:17])[N:18]1[CH2:23][CH2:22][NH:21][CH2:20][CH2:19]1)(=[O:10])=[O:11]. The yield is 0.860. (3) The reactants are C1(S(C2(SC)[CH2:15][C@@H:14]3[C@@:12]([C:16]4[C:25]5[C:20](=[CH:21][CH:22]=[CH:23][CH:24]=5)[CH:19]=[CH:18][CH:17]=4)([CH2:13]3)[CH2:11]2)(=O)=O)C=CC=CC=1.[CH3:28][OH:29].Cl. The catalyst is C(OCC)(=O)C.CCCCCC. The product is [C:16]1([C@@:12]23[CH2:13][C@@H:14]2[CH2:15][C:28](=[O:29])[CH2:11]3)[C:25]2[C:20](=[CH:21][CH:22]=[CH:23][CH:24]=2)[CH:19]=[CH:18][CH:17]=1. The yield is 0.990. (4) The yield is 0.480. The catalyst is CN(C=O)C. The reactants are [O:1]=[S:2]1(=[O:27])[C:8]2[CH:9]=[CH:10][C:11](F)=[CH:12][C:7]=2[CH:6]([C:14]2[CH:19]=[CH:18][CH:17]=[CH:16][CH:15]=2)[CH:5]([OH:20])[C:4]([CH2:23][CH2:24][CH2:25][CH3:26])([CH2:21][CH3:22])[CH2:3]1.C(=O)([O-])[O-].[Cs+].[Cs+].[C:34]([O:38]CC)(=[O:37])[CH2:35][SH:36].O. The product is [O:1]=[S:2]1(=[O:27])[C:8]2[CH:9]=[CH:10][C:11]([S:36][CH2:35][C:34]([OH:38])=[O:37])=[CH:12][C:7]=2[CH:6]([C:14]2[CH:19]=[CH:18][CH:17]=[CH:16][CH:15]=2)[CH:5]([OH:20])[C:4]([CH2:23][CH2:24][CH2:25][CH3:26])([CH2:21][CH3:22])[CH2:3]1. (5) The reactants are Br[C:2]1[C:10]2[C:5](=[N:6][CH:7]=[C:8]([N:11]3[C:19](=[O:20])[C:18]4[C:13](=[CH:14][CH:15]=[CH:16][CH:17]=4)[C:12]3=[O:21])[CH:9]=2)[N:4]([S:22]([C:25]2[CH:30]=[CH:29][CH:28]=[CH:27][CH:26]=2)(=[O:24])=[O:23])[CH:3]=1.C[Sn](C)(C)[C:33]1[S:37][CH:36]=[N:35][CH:34]=1.CC1C=CC=CC=1P(C1C=CC=CC=1C)C1C=CC=CC=1C.[OH2:62].CC#N. The catalyst is C1(C)C=CC=CC=1.CC#N.CC#N.Cl[Pd]Cl. The product is [C:25]1([S:22]([N:4]2[C:5]3=[N:6][CH:7]=[C:8]([NH:11][C:12]([C:13]4[CH:14]=[CH:15][CH:16]=[CH:17][C:18]=4[C:19]([OH:20])=[O:62])=[O:21])[CH:9]=[C:10]3[C:2]([C:33]3[S:37][CH:36]=[N:35][CH:34]=3)=[CH:3]2)(=[O:23])=[O:24])[CH:30]=[CH:29][CH:28]=[CH:27][CH:26]=1. The yield is 0.380. (6) The reactants are [N:1]1[CH:6]=[CH:5][CH:4]=[C:3]([NH:7][C:8](=[O:15])OCC(Cl)(Cl)Cl)[N:2]=1.[F:16][C:17]1[CH:22]=[C:21]([F:23])[CH:20]=[CH:19][C:18]=1[C:24]1[N:29]=[C:28]([N:30]2[CH2:35][CH2:34][NH:33][CH2:32][CH2:31]2)[CH:27]=[CH:26][N:25]=1.C(N(C(C)C)CC)(C)C.O. The product is [F:16][C:17]1[CH:22]=[C:21]([F:23])[CH:20]=[CH:19][C:18]=1[C:24]1[N:29]=[C:28]([N:30]2[CH2:35][CH2:34][N:33]([C:8]([NH:7][C:3]3[N:2]=[N:1][CH:6]=[CH:5][CH:4]=3)=[O:15])[CH2:32][CH2:31]2)[CH:27]=[CH:26][N:25]=1. The yield is 0.220. The catalyst is CS(C)=O. (7) The reactants are [Cl:1][C:2]1[CH:7]=[CH:6][N:5]2[N:8]=[C:9]([C:15]3[CH:20]=[CH:19][C:18]([O:21][CH3:22])=[CH:17][CH:16]=3)[C:10]([CH:11]([OH:14])[C:12]#[CH:13])=[C:4]2[CH:3]=1. The catalyst is C(Cl)(Cl)Cl.[O-2].[O-2].[Mn+4]. The product is [Cl:1][C:2]1[CH:7]=[CH:6][N:5]2[N:8]=[C:9]([C:15]3[CH:16]=[CH:17][C:18]([O:21][CH3:22])=[CH:19][CH:20]=3)[C:10]([C:11](=[O:14])[C:12]#[CH:13])=[C:4]2[CH:3]=1. The yield is 1.00. (8) The product is [C:1]([N:4]1[C:13]2[C:8](=[CH:9][C:10]([C:14]([O:16][CH2:17][CH3:18])=[O:15])=[CH:11][CH:12]=2)[C@H:7]([NH:19][C:25]2[CH:30]=[CH:29][CH:28]=[CH:27][N:26]=2)[C@@H:6]([CH3:20])[C@@H:5]1[CH:21]1[CH2:22][CH2:23]1)(=[O:3])[CH3:2]. The reactants are [C:1]([N:4]1[C:13]2[C:8](=[CH:9][C:10]([C:14]([O:16][CH2:17][CH3:18])=[O:15])=[CH:11][CH:12]=2)[C@H:7]([NH2:19])[C@@H:6]([CH3:20])[C@@H:5]1[CH:21]1[CH2:23][CH2:22]1)(=[O:3])[CH3:2].Br[C:25]1[CH:30]=[CH:29][CH:28]=[CH:27][N:26]=1.CC(C)([O-])C.[Na+]. The yield is 0.840. The catalyst is C1(C)C=CC=CC=1. (9) The reactants are [CH3:1][C:2]1[S:6][C:5]([C:7]([O:9]C)=[O:8])=[CH:4][C:3]=1[C:11]1[N:15]([CH3:16])[N:14]=[CH:13][C:12]=1[CH:17]([CH3:19])[CH3:18].[OH-].[Na+]. The catalyst is O1CCCC1. The product is [CH3:1][C:2]1[S:6][C:5]([C:7]([OH:9])=[O:8])=[CH:4][C:3]=1[C:11]1[N:15]([CH3:16])[N:14]=[CH:13][C:12]=1[CH:17]([CH3:19])[CH3:18]. The yield is 0.790. (10) The reactants are [O:1]=[C:2]1[C:7]2[CH:8]=[CH:9][CH:10]=[CH:11][C:6]=2[S:5][C:4]([C:12]2[N:17]=[C:16]([NH:18][CH2:19][C:20]([O:22]C(C)(C)C)=[O:21])[N:15]=[CH:14][CH:13]=2)=[N:3]1.C(OC(C)C)(C)C. The catalyst is FC(F)(F)C(O)=O. The product is [O:1]=[C:2]1[C:7]2[CH:8]=[CH:9][CH:10]=[CH:11][C:6]=2[S:5][C:4]([C:12]2[N:17]=[C:16]([NH:18][CH2:19][C:20]([OH:22])=[O:21])[N:15]=[CH:14][CH:13]=2)=[N:3]1. The yield is 0.750.